This data is from Full USPTO retrosynthesis dataset with 1.9M reactions from patents (1976-2016). The task is: Predict the reactants needed to synthesize the given product. The reactants are: [CH2:1]([O:8][C:9]([NH:11][C:12]1[CH:17]=[CH:16][C:15]([C:18]2[O:19][CH2:20][CH:21]([C:23]([O:25][CH3:26])=[O:24])[N:22]=2)=[CH:14][C:13]=1[CH3:27])=[O:10])[C:2]1[CH:7]=[CH:6][CH:5]=[CH:4][CH:3]=1.BrCC(Cl)(Cl)Cl.C1CCN2C(=NCCC2)CC1. Given the product [CH2:1]([O:8][C:9]([NH:11][C:12]1[CH:17]=[CH:16][C:15]([C:18]2[O:19][CH:20]=[C:21]([C:23]([O:25][CH3:26])=[O:24])[N:22]=2)=[CH:14][C:13]=1[CH3:27])=[O:10])[C:2]1[CH:7]=[CH:6][CH:5]=[CH:4][CH:3]=1, predict the reactants needed to synthesize it.